From a dataset of NCI-60 drug combinations with 297,098 pairs across 59 cell lines. Regression. Given two drug SMILES strings and cell line genomic features, predict the synergy score measuring deviation from expected non-interaction effect. Drug 1: CS(=O)(=O)C1=CC(=C(C=C1)C(=O)NC2=CC(=C(C=C2)Cl)C3=CC=CC=N3)Cl. Drug 2: C1=CC(=CC=C1C#N)C(C2=CC=C(C=C2)C#N)N3C=NC=N3. Cell line: SR. Synergy scores: CSS=24.6, Synergy_ZIP=-5.13, Synergy_Bliss=-2.19, Synergy_Loewe=0.0745, Synergy_HSA=-0.127.